This data is from HIV replication inhibition screening data with 41,000+ compounds from the AIDS Antiviral Screen. The task is: Binary Classification. Given a drug SMILES string, predict its activity (active/inactive) in a high-throughput screening assay against a specified biological target. The molecule is CCOP(=O)(CC(=NNC(C)(C)C)C(=O)Nc1nc2ccc(C)cc2s1)OCC. The result is 0 (inactive).